This data is from Forward reaction prediction with 1.9M reactions from USPTO patents (1976-2016). The task is: Predict the product of the given reaction. (1) Given the reactants [CH2:1]([O:3][P:4]([CH2:9][N:10]=[C:11]=[O:12])(=[O:8])[O:5][CH2:6][CH3:7])[CH3:2].[N+:13](=[C:15]1[N:19]=[CH:18][N:17]=[C:16]1[C:20]([NH2:22])=[O:21])=[N-:14].CCOCC, predict the reaction product. The product is: [CH2:6]([O:5][P:4]([CH2:9][N:10]1[C:11](=[O:12])[N:19]2[CH:18]=[N:17][C:16]([C:20](=[O:21])[NH2:22])=[C:15]2[N:13]=[N:14]1)(=[O:8])[O:3][CH2:1][CH3:2])[CH3:7]. (2) Given the reactants Cl[C:2]1[N:11]=[C:10]([N:12]2[CH2:17][CH2:16][CH2:15][CH2:14][CH2:13]2)[C:9]2[C:4](=[CH:5][C:6]([O:20][CH3:21])=[C:7]([O:18][CH3:19])[CH:8]=2)[N:3]=1.[C:22]([O:26][C:27]([N:29]1[CH2:34][CH2:33][CH:32]([NH2:35])[CH2:31][CH2:30]1)=[O:28])([CH3:25])([CH3:24])[CH3:23].C1(P(C2C=CC=CC=2)C2C=CC3C(=CC=CC=3)C=2C2C3C(=CC=CC=3)C=CC=2P(C2C=CC=CC=2)C2C=CC=CC=2)C=CC=CC=1.O(C(C)(C)C)[K], predict the reaction product. The product is: [C:22]([O:26][C:27]([N:29]1[CH2:34][CH2:33][CH:32]([NH:35][C:2]2[N:11]=[C:10]([N:12]3[CH2:17][CH2:16][CH2:15][CH2:14][CH2:13]3)[C:9]3[C:4](=[CH:5][C:6]([O:20][CH3:21])=[C:7]([O:18][CH3:19])[CH:8]=3)[N:3]=2)[CH2:31][CH2:30]1)=[O:28])([CH3:25])([CH3:23])[CH3:24]. (3) Given the reactants CCCC[N+](CCCC)(CCCC)CCCC.[F-].C1(S([N:28]2[C:36]3[C:31](=[CH:32][C:33]([C:37]4[CH:42]=[CH:41][C:40]([CH2:43][N:44]5[CH2:49][CH2:48][O:47][CH2:46][CH2:45]5)=[CH:39][CH:38]=4)=[CH:34][CH:35]=3)[C:30]3[CH:50]=[C:51]([Cl:54])[CH:52]=[N:53][C:29]2=3)(=O)=O)C=CC=CC=1, predict the reaction product. The product is: [Cl:54][C:51]1[CH:52]=[N:53][C:29]2[NH:28][C:36]3[C:31]([C:30]=2[CH:50]=1)=[CH:32][C:33]([C:37]1[CH:38]=[CH:39][C:40]([CH2:43][N:44]2[CH2:45][CH2:46][O:47][CH2:48][CH2:49]2)=[CH:41][CH:42]=1)=[CH:34][CH:35]=3. (4) Given the reactants Br[C:2]1[CH:3]=[N:4][CH:5]=[C:6]([Br:8])[CH:7]=1.[OH:9][CH2:10][C@H:11]1[NH:15][C:14](=[O:16])[CH2:13][CH2:12]1.C(=O)([O-])[O-].[K+].[K+].CNCCNC, predict the reaction product. The product is: [Br:8][C:6]1[CH:7]=[C:2]([N:15]2[C@H:11]([CH2:10][OH:9])[CH2:12][CH2:13][C:14]2=[O:16])[CH:3]=[N:4][CH:5]=1. (5) Given the reactants [F:1][C:2]([F:11])([C:7]([F:10])([F:9])[F:8])[CH2:3][CH2:4][CH2:5][NH2:6].[CH3:12][S:13][C:14](SC)=[N:15][C:16]#[N:17], predict the reaction product. The product is: [C:16]([NH:15][C:14](=[N:6][CH2:5][CH2:4][CH2:3][C:2]([F:11])([F:1])[C:7]([F:8])([F:9])[F:10])[S:13][CH3:12])#[N:17]. (6) Given the reactants C(OC([NH:11][C@@H:12]1[CH2:17][CH2:16][C:15]([F:19])([F:18])[CH2:14][C@@H:13]1[C:20]([O:22][CH2:23][CH3:24])=[O:21])=O)C1C=CC=CC=1, predict the reaction product. The product is: [NH2:11][C@@H:12]1[CH2:17][CH2:16][C:15]([F:19])([F:18])[CH2:14][C@@H:13]1[C:20]([O:22][CH2:23][CH3:24])=[O:21]. (7) Given the reactants Br[CH:2]([CH2:7][CH2:8]Br)[C:3]([O:5][CH3:6])=[O:4].[S:10]1[CH2:15][CH2:14][CH:13]([NH2:16])[CH2:12][CH2:11]1, predict the reaction product. The product is: [S:10]1[CH2:15][CH2:14][CH:13]([N:16]2[CH2:8][CH2:7][CH:2]2[C:3]([O:5][CH3:6])=[O:4])[CH2:12][CH2:11]1.